Dataset: Full USPTO retrosynthesis dataset with 1.9M reactions from patents (1976-2016). Task: Predict the reactants needed to synthesize the given product. (1) Given the product [NH2:1][C:2]1[N:7]=[CH:6][C:5]([C:8]#[C:9][C:10]2[C:11]([NH2:30])=[N:12][CH:13]=[N:14][C:15]=2[C:16]2[CH:21]=[CH:20][CH:19]=[C:18]([C:22]([F:25])([F:24])[F:23])[CH:17]=2)=[CH:4][CH:3]=1, predict the reactants needed to synthesize it. The reactants are: [NH2:1][C:2]1[N:7]=[CH:6][C:5]([C:8]#[C:9][C:10]2[C:11]([NH2:30])=[N:12][C:13](S(C)(=O)=O)=[N:14][C:15]=2[C:16]2[CH:21]=[CH:20][CH:19]=[C:18]([C:22]([F:25])([F:24])[F:23])[CH:17]=2)=[CH:4][CH:3]=1.[BH4-].[Na+]. (2) Given the product [CH2:1]([O:8][C:9]1[CH:10]=[C:11]([CH:12]=[C:13]([CH2:15][O:16][C:17]2[CH:22]=[CH:21][C:20]([Cl:23])=[CH:19][C:18]=2[Cl:24])[CH:14]=1)[CH2:25][O:26][C:28]1[CH:32]=[C:31]([CH2:33][CH2:34][C:35]([OH:37])=[O:36])[N:30]([C:40]2[CH:45]=[CH:44][CH:43]=[CH:42][CH:41]=2)[N:29]=1)[C:2]1[CH:7]=[CH:6][CH:5]=[CH:4][CH:3]=1, predict the reactants needed to synthesize it. The reactants are: [CH2:1]([O:8][C:9]1[CH:10]=[C:11]([CH2:25][OH:26])[CH:12]=[C:13]([CH2:15][O:16][C:17]2[CH:22]=[CH:21][C:20]([Cl:23])=[CH:19][C:18]=2[Cl:24])[CH:14]=1)[C:2]1[CH:7]=[CH:6][CH:5]=[CH:4][CH:3]=1.O[C:28]1[CH:32]=[C:31]([CH2:33][CH2:34][C:35]([O:37]CC)=[O:36])[N:30]([C:40]2[CH:45]=[CH:44][CH:43]=[CH:42][CH:41]=2)[N:29]=1.C(P(CCCC)CCCC)CCC.N(C(N1CCCCC1)=O)=NC(N1CCCCC1)=O.O1CCCC1CCO.[OH-].[Na+].Cl. (3) The reactants are: [C:1]([C:3]1[CH:4]=[C:5]([NH:10][C:11]2[C:12]3[CH:20]=[C:19]([NH:21]CC4C=CC(OC)=CC=4)[N:18]=[CH:17][C:13]=3[N:14]=[CH:15][N:16]=2)[CH:6]=[CH:7][C:8]=1[F:9])#[CH:2].FC(F)(F)C(O)=O.C1(OC)C=CC=CC=1. Given the product [C:1]([C:3]1[CH:4]=[C:5]([NH:10][C:11]2[C:12]3[CH:20]=[C:19]([NH2:21])[N:18]=[CH:17][C:13]=3[N:14]=[CH:15][N:16]=2)[CH:6]=[CH:7][C:8]=1[F:9])#[CH:2], predict the reactants needed to synthesize it. (4) Given the product [CH3:5][CH2:4][N:3]([CH2:6][CH2:7][O:8][C:9]([C:11]1[CH:16]=[CH:15][C:14]([NH2:17])=[CH:13][CH:12]=1)=[O:10])[CH2:2][CH3:1].[C:26](=[O:27])=[O:25].[OH2:36].[C:44]([O-:47])([OH:46])=[O:45].[Na+:39].[Na+:39].[Cl-:40], predict the reactants needed to synthesize it. The reactants are: [CH3:1][CH2:2][N:3]([CH2:6][CH2:7][O:8][C:9]([C:11]1[CH:12]=[CH:13][C:14]([NH2:17])=[CH:15][CH:16]=1)=[O:10])[CH2:4][CH3:5].CCN(CC[O:25][C:26](C1C=CC(N)=CC=1)=[O:27])CC.C(=O)(O)[OH:36].[Na+:39].[Cl-:40].C(=O)=O.[C:44](=[O:47])([OH:46])[O-:45]. (5) Given the product [CH3:12][O:11][C:3]1[C:4]([N+:8]([O-:10])=[O:9])=[CH:5][CH:6]=[CH:7][C:2]=1[C:20]1[CH:19]=[CH:18][CH:17]=[C:16]([C:13]([OH:15])=[O:14])[CH:21]=1, predict the reactants needed to synthesize it. The reactants are: Br[C:2]1[CH:7]=[CH:6][CH:5]=[C:4]([N+:8]([O-:10])=[O:9])[C:3]=1[O:11][CH3:12].[C:13]([C:16]1[CH:17]=[C:18](B(O)O)[CH:19]=[CH:20][CH:21]=1)([OH:15])=[O:14]. (6) Given the product [CH3:1][N:2]1[CH2:15][CH2:14][C:5]2[N:6](/[CH:33]=[C:34](/[C:36]3[CH:37]=[N:38][CH:39]=[CH:40][CH:41]=3)\[CH3:35])[C:7]3[CH:8]=[CH:9][C:10]([CH3:13])=[CH:11][C:12]=3[C:4]=2[CH2:3]1, predict the reactants needed to synthesize it. The reactants are: [CH3:1][N:2]1[CH2:15][CH2:14][C:5]2[NH:6][C:7]3[CH:8]=[CH:9][C:10]([CH3:13])=[CH:11][C:12]=3[C:4]=2[CH2:3]1.N1CCC[C@H]1C(O)=O.P([O-])([O-])([O-])=O.[K+].[K+].[K+].Br[CH:33]=[C:34]([C:36]1[CH:37]=[N:38][CH:39]=[CH:40][CH:41]=1)[CH3:35]. (7) Given the product [CH3:41][C:36]1[CH:35]=[C:34]([C:30]2[CH:29]=[C:28]([C:26]3[CH2:25][C:24](=[O:42])[NH:23][C:9]4[CH:10]=[C:11]([C:19]([F:20])([F:22])[F:21])[C:12]([N:14]5[CH2:15][CH2:16][CH2:17][CH2:18]5)=[CH:13][C:8]=4[N:7]=3)[CH:33]=[CH:32][CH:31]=2)[CH:39]=[C:38]([CH3:40])[N:37]=1, predict the reactants needed to synthesize it. The reactants are: C(OC(=O)[NH:7][C:8]1[CH:13]=[C:12]([N:14]2[CH2:18][CH2:17][CH2:16][CH2:15]2)[C:11]([C:19]([F:22])([F:21])[F:20])=[CH:10][C:9]=1[NH:23][C:24](=[O:42])[CH2:25][C:26]([C:28]1[CH:33]=[CH:32][CH:31]=[C:30]([C:34]2[CH:39]=[C:38]([CH3:40])[N:37]=[C:36]([CH3:41])[CH:35]=2)[CH:29]=1)=O)(C)(C)C.C(O)(C(F)(F)F)=O. (8) Given the product [C:1]([O:5][C:6](=[O:37])[N:7]([CH2:12][C:13]1[N:17]([CH3:18])[C:16]([C:19]2[S:27][C:26]3[C:21](=[N:22][CH:23]=[CH:24][C:25]=3[O:28][C:29]3[CH:34]=[CH:33][C:32]([NH:35][C:50](=[O:51])[C:49]4[CH:53]=[CH:54][CH:55]=[CH:56][C:48]=4[F:47])=[CH:31][C:30]=3[F:36])[CH:20]=2)=[N:15][CH:14]=1)[CH2:8][CH2:9][O:10][CH3:11])([CH3:4])([CH3:2])[CH3:3], predict the reactants needed to synthesize it. The reactants are: [C:1]([O:5][C:6](=[O:37])[N:7]([CH2:12][C:13]1[N:17]([CH3:18])[C:16]([C:19]2[S:27][C:26]3[C:21](=[N:22][CH:23]=[CH:24][C:25]=3[O:28][C:29]3[CH:34]=[CH:33][C:32]([NH2:35])=[CH:31][C:30]=3[F:36])[CH:20]=2)=[N:15][CH:14]=1)[CH2:8][CH2:9][O:10][CH3:11])([CH3:4])([CH3:3])[CH3:2].CCN(C(C)C)C(C)C.[F:47][C:48]1[CH:56]=[CH:55][CH:54]=[CH:53][C:49]=1[C:50](Cl)=[O:51]. (9) Given the product [NH:20]1[C:28]2=[N:27][CH:26]=[CH:25][CH:24]=[C:23]2[C:22]([CH:29]=[C:11]2[O:10][C:9]([NH:8][C:3]3[CH:4]=[CH:5][CH:6]=[CH:7][C:2]=3[F:1])=[C:13]([C:14]([O:16][CH2:17][CH3:18])=[O:15])[C:12]2=[O:19])=[CH:21]1, predict the reactants needed to synthesize it. The reactants are: [F:1][C:2]1[CH:7]=[CH:6][CH:5]=[CH:4][C:3]=1[NH:8][C:9]1[O:10][CH2:11][C:12](=[O:19])[C:13]=1[C:14]([O:16][CH2:17][CH3:18])=[O:15].[NH:20]1[C:28]2[C:23](=[CH:24][CH:25]=[CH:26][N:27]=2)[C:22]([CH:29]=O)=[CH:21]1.N1CCCCC1. (10) Given the product [CH:1]1([C:4]2[CH:5]=[CH:6][C:7]([C:18]([NH:40][C@@H:41]([CH2:46][C:47]([CH3:50])([CH3:49])[CH3:48])[C:42]([NH:44][CH3:45])=[O:43])=[O:20])=[N:8][C:9]=2[O:10][CH2:11][CH:12]2[CH2:13][CH2:14][O:15][CH2:16][CH2:17]2)[CH2:2][CH2:3]1, predict the reactants needed to synthesize it. The reactants are: [CH:1]1([C:4]2[CH:5]=[CH:6][C:7]([C:18]([OH:20])=O)=[N:8][C:9]=2[O:10][CH2:11][CH:12]2[CH2:17][CH2:16][O:15][CH2:14][CH2:13]2)[CH2:3][CH2:2]1.C1(C2C=CC(C(O)=O)=NC=2OCC2CCCO2)CC1.[NH2:40][C@@H:41]([CH2:46][C:47]([CH3:50])([CH3:49])[CH3:48])[C:42]([NH:44][CH3:45])=[O:43].